Predict the reactants needed to synthesize the given product. From a dataset of Full USPTO retrosynthesis dataset with 1.9M reactions from patents (1976-2016). Given the product [Cl:6][C:7]1[CH:12]=[CH:11][C:10]([CH2:13][NH:5][CH2:4][CH2:3][S:2][CH3:1])=[CH:9][N:8]=1, predict the reactants needed to synthesize it. The reactants are: [CH3:1][S:2][CH2:3][CH2:4][NH2:5].[Cl:6][C:7]1[CH:12]=[CH:11][C:10]([CH2:13]Cl)=[CH:9][N:8]=1.[H-].[Na+].O.